This data is from Reaction yield outcomes from USPTO patents with 853,638 reactions. The task is: Predict the reaction yield, written as a fraction of the theoretical maximum amount of product (1.0 means a 100% yield; for example, 0.34 means a 34% yield). (1) The reactants are [CH3:1][C:2]1[O:6][C:5]([CH2:7][C:8]2[CH:13]=[CH:12][C:11]([CH2:14][OH:15])=[CH:10][CH:9]=2)=[CH:4][CH:3]=1. The product is [CH3:1][C:2]1[O:6][C:5]([CH2:7][C:8]2[CH:13]=[CH:12][C:11]([CH:14]=[O:15])=[CH:10][CH:9]=2)=[CH:4][CH:3]=1. The catalyst is [O-2].[O-2].[Mn+4].ClCCl. The yield is 0.290. (2) The reactants are [CH3:1][N:2]([CH3:12])[C:3]1[CH:11]=[CH:10][C:6]([C:7](Cl)=[O:8])=[CH:5][CH:4]=1.[NH2:13][C:14]1[CH:15]=[C:16]([CH2:20][CH2:21][CH2:22][CH:23]([CH2:28][CH2:29][C:30]2[CH:35]=[CH:34][CH:33]=[CH:32][CH:31]=2)[C:24]([O:26][CH3:27])=[O:25])[CH:17]=[CH:18][CH:19]=1.CCN(C(C)C)C(C)C.O. The catalyst is CN(C1C=CN=CC=1)C.C(Cl)Cl. The product is [CH3:1][N:2]([CH3:12])[C:3]1[CH:11]=[CH:10][C:6]([C:7]([NH:13][C:14]2[CH:15]=[C:16]([CH2:20][CH2:21][CH2:22][CH:23]([CH2:28][CH2:29][C:30]3[CH:31]=[CH:32][CH:33]=[CH:34][CH:35]=3)[C:24]([O:26][CH3:27])=[O:25])[CH:17]=[CH:18][CH:19]=2)=[O:8])=[CH:5][CH:4]=1. The yield is 0.970. (3) The reactants are [CH3:1][C:2]1[CH:7]=[CH:6][N:5]=[C:4]([S:8][CH3:9])[N:3]=1.C([O:12][C:13](=O)[C:14]1[CH:19]=[CH:18][C:17]([F:20])=[CH:16][CH:15]=1)C.C[Si]([N-][Si](C)(C)C)(C)C.[Li+].O. The catalyst is O1CCCC1. The product is [F:20][C:17]1[CH:18]=[CH:19][C:14]([C:13](=[O:12])[CH2:1][C:2]2[CH:7]=[CH:6][N:5]=[C:4]([S:8][CH3:9])[N:3]=2)=[CH:15][CH:16]=1. The yield is 0.830. (4) The reactants are [NH2:1][C:2]1[N:7]=[C:6]([NH2:8])[C:5]([C:9]2[CH:14]=[CH:13][C:12]([N+:15]([O-])=O)=[CH:11][CH:10]=2)=[C:4]([CH2:18][O:19][CH2:20][CH:21]2[CH2:24][CH2:23][CH2:22]2)[N:3]=1.[H][H]. The catalyst is CO.[Pd]. The product is [NH2:1][C:2]1[N:7]=[C:6]([NH2:8])[C:5]([C:9]2[CH:10]=[CH:11][C:12]([NH2:15])=[CH:13][CH:14]=2)=[C:4]([CH2:18][O:19][CH2:20][CH:21]2[CH2:24][CH2:23][CH2:22]2)[N:3]=1. The yield is 0.960. (5) The reactants are [CH3:1][C:2]1[CH:11]=[CH:10][C:9]2[CH:8]=[CH:7][NH:6][C:5](=[O:12])[C:4]=2[N:3]=1.[I:13]N1C(=O)CCC1=O. The catalyst is C(#N)C. The product is [I:13][C:8]1[C:9]2[CH:10]=[CH:11][C:2]([CH3:1])=[N:3][C:4]=2[C:5](=[O:12])[NH:6][CH:7]=1. The yield is 0.800. (6) The reactants are C[Si](C)(C)N[Si](C)(C)C.C([Li])CCC.CCCCCC.[C:21](#[N:23])[CH3:22].[CH:24]([CH:27]1[C:38](=[O:39])[C:30]2=[C:31]3[CH2:37][CH2:36][O:35][C:32]3=[N:33][CH:34]=[C:29]2[CH2:28]1)([CH3:26])[CH3:25]. The catalyst is O1CCCC1.[Cl-].[NH4+]. The product is [OH:39][C:38]1([CH2:22][C:21]#[N:23])[C:30]2=[C:31]3[CH2:37][CH2:36][O:35][C:32]3=[N:33][CH:34]=[C:29]2[CH2:28][CH:27]1[CH:24]([CH3:26])[CH3:25]. The yield is 0.830.